Task: Predict which catalyst facilitates the given reaction.. Dataset: Catalyst prediction with 721,799 reactions and 888 catalyst types from USPTO (1) Reactant: C([O:3][C:4]([C:6]1[CH:7]=[C:8]2[C:13](=[CH:14][CH:15]=1)[NH:12][CH:11]([C:16]1[CH:21]=[CH:20][CH:19]=[C:18]([C:22]3[N:26]([CH:27]4[CH2:29][CH2:28]4)[N:25]=[N:24][N:23]=3)[CH:17]=1)[CH2:10][C:9]2([CH3:31])[CH3:30])=[O:5])C.[OH-].[Na+].Cl. The catalyst class is: 364. Product: [CH:27]1([N:26]2[C:22]([C:18]3[CH:17]=[C:16]([CH:11]4[CH2:10][C:9]([CH3:30])([CH3:31])[C:8]5[C:13](=[CH:14][CH:15]=[C:6]([C:4]([OH:5])=[O:3])[CH:7]=5)[NH:12]4)[CH:21]=[CH:20][CH:19]=3)=[N:23][N:24]=[N:25]2)[CH2:28][CH2:29]1. (2) Reactant: [C:1]([C:4]1[CH:5]=[C:6]([NH:11][S:12]([CH3:15])(=[O:14])=[O:13])[CH:7]=[C:8]([Cl:10])[CH:9]=1)(=[O:3])[CH3:2].[Br:16]Br.O. Product: [Br:16][CH2:2][C:1]([C:4]1[CH:5]=[C:6]([NH:11][S:12]([CH3:15])(=[O:13])=[O:14])[CH:7]=[C:8]([Cl:10])[CH:9]=1)=[O:3]. The catalyst class is: 12. (3) The catalyst class is: 3. Reactant: [CH3:1][C:2]1([CH3:5])[CH2:4][O:3]1.[Br:6][C:7]1[C:12]([CH3:13])=[CH:11][C:10]([OH:14])=[CH:9][C:8]=1[CH3:15]. Product: [Br:6][C:7]1[C:12]([CH3:13])=[CH:11][C:10]([O:14][CH2:1][C:2]([CH3:5])([OH:3])[CH3:4])=[CH:9][C:8]=1[CH3:15]. (4) The catalyst class is: 1. Product: [Br:20][C:18]1[CH:17]=[C:16]([Cl:21])[C:15]2[O:22][C:6](=[O:7])[NH:8][C:9]=2[CH:10]=1. Reactant: C1N=CN([C:6]([N:8]2C=N[CH:10]=[CH:9]2)=[O:7])C=1.NC1C=[C:18]([Br:20])[CH:17]=[C:16]([Cl:21])[C:15]=1[OH:22]. (5) Reactant: C[CH:2]([CH2:6][C@H:7]([C@@H:9]1[C@:26]2([CH3:27])[C@H:12]([C@H:13]3[C@H:23]([CH2:24][C@@H:25]2[OH:28])[C@:21]2([CH3:22])[C@@H:16]([CH2:17][C@@H:18]([O:29][CH2:30][CH2:31][N:32]([C:34]4[CH:39]=[CH:38][C:37]([C@H:40]5[CH2:57][C@@:55]6([CH3:56])[C@@H:51]([CH2:52][CH2:53][C@:54]6([OH:61])[C:58]#[C:59][CH3:60])[C@H:50]6[C:41]5=[C:42]5[C:47]([CH2:48][CH2:49]6)=[CH:46][C:45](=[O:62])[CH2:44][CH2:43]5)=[CH:36][C:35]=4[F:63])[CH3:33])[CH2:19][CH2:20]2)[CH2:15][C@H:14]3[OH:64])[CH2:11][CH2:10]1)[CH3:8])[C:3]([OH:5])=[O:4].[Li+].[OH-]. Product: [OH:64][C@@H:14]1[CH2:15][C@H:16]2[C@:21]([CH3:22])([CH2:20][CH2:19][C@H:18]([O:29][CH2:30][CH2:31][N:32]([C:34]3[CH:39]=[CH:38][C:37]([C@H:40]4[CH2:57][C@@:55]5([CH3:56])[C@@H:51]([CH2:52][CH2:53][C@:54]5([OH:61])[C:58]#[C:59][CH3:60])[C@H:50]5[C:41]4=[C:42]4[C:47]([CH2:48][CH2:49]5)=[CH:46][C:45](=[O:62])[CH2:44][CH2:43]4)=[CH:36][C:35]=3[F:63])[CH3:33])[CH2:17]2)[C@@H:23]2[C@@H:13]1[C@H:12]1[C@:26]([CH3:27])([C@@H:25]([OH:28])[CH2:24]2)[C@@H:9]([C@H:7]([CH3:8])[CH2:6][CH2:2][C:3]([OH:5])=[O:4])[CH2:10][CH2:11]1. The catalyst class is: 36. (6) Reactant: [CH3:1][C:2]([CH3:21])([CH3:20])[C:3]([C:5]1[N:9]([CH2:10][C:11]([OH:13])=O)[C:8]2[CH:14]=[CH:15][C:16]([O:18][CH3:19])=[CH:17][C:7]=2[N:6]=1)=[O:4].O.ON1C2C=CC=CC=2N=N1.Cl.CN(C)CCCN=C=NCC.[CH2:45]([NH:50][CH2:51][CH2:52][CH:53]([CH3:55])[CH3:54])[CH2:46][CH:47]([CH3:49])[CH3:48].C(N(C(C)C)CC)(C)C. Product: [CH3:20][C:2]([CH3:1])([CH3:21])[C:3]([C:5]1[N:9]([CH2:10][C:11]([N:50]([CH2:51][CH2:52][CH:53]([CH3:55])[CH3:54])[CH2:45][CH2:46][CH:47]([CH3:48])[CH3:49])=[O:13])[C:8]2[CH:14]=[CH:15][C:16]([O:18][CH3:19])=[CH:17][C:7]=2[N:6]=1)=[O:4]. The catalyst class is: 3. (7) Reactant: [CH:1]1([N:6]2[C:14]3[CH:13]=[CH:12][N:11]=[C:10]([O:15][CH3:16])[C:9]=3[C:8]([C:17]3[CH:22]=[CH:21][C:20]([S:23]([NH2:26])(=[O:25])=[O:24])=[CH:19][CH:18]=3)=[N:7]2)[CH2:5][CH2:4][CH2:3][CH2:2]1.C1C(=O)N([Br:34])C(=O)C1.S([O-])([O-])(=O)=S.[Na+].[Na+]. Product: [Br:34][C:13]1[C:14]2[N:6]([CH:1]3[CH2:2][CH2:3][CH2:4][CH2:5]3)[N:7]=[C:8]([C:17]3[CH:22]=[CH:21][C:20]([S:23]([NH2:26])(=[O:24])=[O:25])=[CH:19][CH:18]=3)[C:9]=2[C:10]([O:15][CH3:16])=[N:11][CH:12]=1. The catalyst class is: 3. (8) The catalyst class is: 42. Product: [F:22][CH2:23][CH2:24][O:25][C:8]1[N:7]([C:14]2[CH:19]=[CH:18][N:17]=[C:16]([NH2:20])[N:15]=2)[C:6]2[CH:21]=[C:2]([I:1])[CH:3]=[CH:4][C:5]=2[N:9]=1. Reactant: [I:1][C:2]1[CH:3]=[CH:4][C:5]2[N:9]=[C:8](C(Cl)(Cl)Cl)[N:7]([C:14]3[CH:19]=[CH:18][N:17]=[C:16]([NH2:20])[N:15]=3)[C:6]=2[CH:21]=1.[F:22][CH2:23][CH2:24][OH:25].C(=O)([O-])[O-].[Cs+].[Cs+]. (9) Reactant: [O:1]=[C:2]1[N:8]([CH:9]2[CH2:14][CH2:13][N:12]([C:15]([O:17][C@@H:18]([C:36]([OH:38])=[O:37])[CH2:19][C:20]3[CH:25]=[C:24]([CH3:26])[C:23]([O:27]CC4C=CC=CC=4)=[C:22]([CH3:35])[CH:21]=3)=[O:16])[CH2:11][CH2:10]2)[CH2:7][CH2:6][C:5]2[CH:39]=[CH:40][CH:41]=[CH:42][C:4]=2[NH:3]1.[H][H].[CH3:45]O. Product: [O:1]=[C:2]1[N:8]([CH:9]2[CH2:14][CH2:13][N:12]([C:15]([O:17][C@@H:18]([C:36]([O:38][CH3:45])=[O:37])[CH2:19][C:20]3[CH:21]=[C:22]([CH3:35])[C:23]([OH:27])=[C:24]([CH3:26])[CH:25]=3)=[O:16])[CH2:11][CH2:10]2)[CH2:7][CH2:6][C:5]2[CH:39]=[CH:40][CH:41]=[CH:42][C:4]=2[NH:3]1. The catalyst class is: 45. (10) Reactant: [Br:1][C:2]1[C:11]2[C:6](=[C:7]([CH3:14])[CH:8]=[C:9]([O:12][CH3:13])[CH:10]=2)[N:5]=[CH:4][C:3]=1N.[B-](F)(F)(F)[F:17].N#[O+]. Product: [Br:1][C:2]1[C:11]2[C:6](=[C:7]([CH3:14])[CH:8]=[C:9]([O:12][CH3:13])[CH:10]=2)[N:5]=[CH:4][C:3]=1[F:17]. The catalyst class is: 7.